Dataset: Catalyst prediction with 721,799 reactions and 888 catalyst types from USPTO. Task: Predict which catalyst facilitates the given reaction. (1) Reactant: [CH3:1][C:2]1[C:10]2[C:6](=[N:7][O:8][N:9]=2)[CH:5]=[CH:4][C:3]=1[OH:11].[O:12](S(C(F)(F)F)(=O)=O)[S:13]([C:16]([F:19])([F:18])[F:17])(=O)=[O:14].CCN(CC)CC. Product: [F:17][C:16]([F:19])([F:18])[S:13]([O:11][C:3]1[CH:4]=[CH:5][C:6]2=[N:7][O:8][N:9]=[C:10]2[C:2]=1[CH3:1])(=[O:14])=[O:12]. The catalyst class is: 2. (2) Reactant: [F:1][C:2]1[CH:3]=[C:4]([CH2:12][C:13]([NH:15][C:16]2[C:25]([CH3:26])=[CH:24][CH:23]=[C:22]3[C:17]=2[CH:18]=[CH:19][N:20]([C@H:28]2[CH2:32][CH2:31][N:30](C(OC(C)(C)C)=O)[CH2:29]2)[C:21]3=[O:27])=[O:14])[CH:5]=[CH:6][C:7]=1[C:8]([F:11])([F:10])[F:9].C(Cl)Cl.Cl. Product: [F:1][C:2]1[CH:3]=[C:4]([CH2:12][C:13]([NH:15][C:16]2[C:25]([CH3:26])=[CH:24][CH:23]=[C:22]3[C:17]=2[CH:18]=[CH:19][N:20]([C@H:28]2[CH2:32][CH2:31][NH:30][CH2:29]2)[C:21]3=[O:27])=[O:14])[CH:5]=[CH:6][C:7]=1[C:8]([F:10])([F:11])[F:9]. The catalyst class is: 28. (3) Reactant: [Cl:1][C:2]1[CH:3]=[C:4]2[C:8](=[CH:9][CH:10]=1)[C:7](=[O:11])[C:6]([F:16])([S:12]([CH3:15])(=[O:14])=[O:13])[CH2:5]2.C[Mg]Br.[F:20][C:21]([Si](C)(C)C)([F:23])[F:22].[F-].C([N+](CCCC)(CCCC)CCCC)CCC. Product: [Cl:1][C:2]1[CH:3]=[C:4]2[C:8](=[CH:9][CH:10]=1)[C:7]([C:21]([F:23])([F:22])[F:20])([OH:11])[C:6]([F:16])([S:12]([CH3:15])(=[O:13])=[O:14])[CH2:5]2. The catalyst class is: 7. (4) Reactant: [O:1]1[C:5]2[CH:6]=[CH:7][CH:8]=[CH:9][C:4]=2[CH:3]=[C:2]1[C:10]([NH:12][C:13]1([C:19]([NH:21][CH:22]2[CH2:27][CH2:26][N:25]([C:28]3[CH:33]=[CH:32][CH:31]=[CH:30][C:29]=3[NH2:34])[CH2:24][CH:23]2[OH:35])=[O:20])[CH2:18][CH2:17][CH2:16][CH2:15][CH2:14]1)=[O:11].[CH2:36](N(CC)CC)C.[Cl:43][CH2:44][C:45]([CH3:50])([CH3:49])[C:46](Cl)=[O:47].O. Product: [O:1]1[C:5]2[CH:6]=[CH:7][CH:8]=[CH:9][C:4]=2[CH:3]=[C:2]1[C:10]([NH:12][C:13]1([C:19]([NH:21][CH:22]2[CH2:27][CH2:26][N:25]([C:28]3[CH:33]=[CH:32][CH:31]=[CH:30][C:29]=3[NH:34][C:46](=[O:47])[C:45]([CH3:50])([CH3:49])[CH:44]([Cl:43])[CH3:36])[CH2:24][CH:23]2[OH:35])=[O:20])[CH2:18][CH2:17][CH2:16][CH2:15][CH2:14]1)=[O:11]. The catalyst class is: 4. (5) Reactant: [NH2:1][CH2:2][CH2:3][CH2:4][S:5]([OH:8])(=[O:7])=[O:6].C([O-])(=O)C.[K+:13].[C:14]1(=O)[O:19][C:17](=[O:18])[C:16]2=[CH:20][CH:21]=[CH:22][CH:23]=[C:15]12. Product: [O:18]=[C:17]1[C:16]2[C:15](=[CH:23][CH:22]=[CH:21][CH:20]=2)[C:14](=[O:19])[N:1]1[CH2:2][CH2:3][CH2:4][S:5]([O-:8])(=[O:7])=[O:6].[K+:13]. The catalyst class is: 15. (6) Reactant: Cl.Cl.Cl.[Cl:4][C:5]1[CH:6]=[N:7][C:8]2[NH:9][C:10]3[CH:11]=[N:12][CH:13]=[C:14]([CH:27]=3)[CH2:15][CH2:16][C:17]3[CH:25]=[C:21]([NH:22][C:23]=1[N:24]=2)[CH:20]=[CH:19][C:18]=3[NH2:26].[C:28](Cl)(=[O:36])[O:29][C:30]1[CH:35]=[CH:34][CH:33]=[CH:32][CH:31]=1. Product: [Cl:4][C:5]1[CH:6]=[N:7][C:8]2[NH:9][C:10]3[CH:11]=[N:12][CH:13]=[C:14]([CH:27]=3)[CH2:15][CH2:16][C:17]3[CH:25]=[C:21]([NH:22][C:23]=1[N:24]=2)[CH:20]=[CH:19][C:18]=3[NH:26][C:28](=[O:36])[O:29][C:30]1[CH:35]=[CH:34][CH:33]=[CH:32][CH:31]=1. The catalyst class is: 17. (7) Reactant: [CH3:1][C:2]1[CH:7]=[CH:6][C:5]([CH3:8])=[CH:4][C:3]=1OB(O)O.[Br:13][C:14]1[C:15]([C:23]#[N:24])=[C:16]([N+:20]([O-:22])=[O:21])[S:17][C:18]=1Br.O.C(OCC)(=O)C. Product: [Br:13][C:14]1[C:15]([C:23]#[N:24])=[C:16]([N+:20]([O-:22])=[O:21])[S:17][C:18]=1[C:3]1[CH:4]=[C:5]([CH3:8])[CH:6]=[CH:7][C:2]=1[CH3:1]. The catalyst class is: 75.